From a dataset of Full USPTO retrosynthesis dataset with 1.9M reactions from patents (1976-2016). Predict the reactants needed to synthesize the given product. (1) Given the product [NH:11]1[C:19]2[CH:18]=[CH:17][CH:16]=[C:15]([CH2:20][OH:21])[C:14]=2[CH:13]=[CH:12]1, predict the reactants needed to synthesize it. The reactants are: [H-].C([Al+]CC(C)C)C(C)C.[NH:11]1[C:19]2[CH:18]=[CH:17][CH:16]=[C:15]([C:20](OC)=[O:21])[C:14]=2[CH:13]=[CH:12]1.C(OCC)(=O)C.C(C(C(C([O-])=O)O)O)([O-])=O.[Na+].[K+]. (2) Given the product [C:1]([O:5][C:6]([N:8]1[CH2:9][CH2:10][C:11]([F:17])([C:14](=[O:16])[NH:25][C:24]2[CH:26]=[CH:27][C:21]([O:20][C:19]([F:18])([F:28])[F:29])=[CH:22][CH:23]=2)[CH2:12][CH2:13]1)=[O:7])([CH3:2])([CH3:3])[CH3:4], predict the reactants needed to synthesize it. The reactants are: [C:1]([O:5][C:6]([N:8]1[CH2:13][CH2:12][C:11]([F:17])([C:14]([OH:16])=O)[CH2:10][CH2:9]1)=[O:7])([CH3:4])([CH3:3])[CH3:2].[F:18][C:19]([F:29])([F:28])[O:20][C:21]1[CH:27]=[CH:26][C:24]([NH2:25])=[CH:23][CH:22]=1. (3) Given the product [C:13]([C:15]1[CH:21]=[CH:20][C:18]([N:19]2[C:4](=[O:12])[C:5]3[CH:11]=[CH:10][CH:9]=[N:8][C:6]=3[N:7]=[C:2]2[CH3:1])=[CH:17][CH:16]=1)#[CH:14], predict the reactants needed to synthesize it. The reactants are: [CH3:1][C:2]1O[C:4](=[O:12])[C:5]2[CH:11]=[CH:10][CH:9]=[N:8][C:6]=2[N:7]=1.[C:13]([C:15]1[CH:21]=[CH:20][C:18]([NH2:19])=[CH:17][CH:16]=1)#[CH:14]. (4) Given the product [CH2:1]([N:5]1[CH2:10][CH2:9][N:8]([CH:11]([CH2:16][C:17]2[CH:18]=[CH:19][CH:20]=[CH:21][CH:22]=2)[C:12]([OH:14])=[O:13])[C:7](=[O:23])[C:6]1=[O:24])[CH2:2][CH2:3][CH3:4], predict the reactants needed to synthesize it. The reactants are: [CH2:1]([N:5]1[CH2:10][CH2:9][N:8]([CH:11]([CH2:16][C:17]2[CH:22]=[CH:21][CH:20]=[CH:19][CH:18]=2)[C:12]([O:14]C)=[O:13])[C:7](=[O:23])[C:6]1=[O:24])[CH2:2][CH2:3][CH3:4].O.[OH-].[Li+].Cl. (5) The reactants are: C(Cl)CCl.[C:5]([C:8]1[CH:9]=[CH:10][C:11]2[NH:17][CH:16]([CH2:18][C:19]([O:21][CH3:22])=[O:20])[C:15](=[O:23])[N:14]([CH2:24][CH2:25][C:26]3[CH:31]=[CH:30][CH:29]=[CH:28][CH:27]=3)[CH2:13][C:12]=2[CH:32]=1)(O)=[O:6].Cl.Cl.[NH2:35][CH2:36][C:37]1[NH:38][C:39]2[CH:45]=[CH:44][CH:43]=[CH:42][C:40]=2[N:41]=1.C1C=CC2N(O)N=NC=2C=1.O.C(N(C(C)C)CC)(C)C. Given the product [N:41]1[C:40]2[CH:42]=[CH:43][CH:44]=[CH:45][C:39]=2[NH:38][C:37]=1[CH2:36][NH:35][C:5]([C:8]1[CH:9]=[CH:10][C:11]2[NH:17][CH:16]([CH2:18][C:19]([O:21][CH3:22])=[O:20])[C:15](=[O:23])[N:14]([CH2:24][CH2:25][C:26]3[CH:27]=[CH:28][CH:29]=[CH:30][CH:31]=3)[CH2:13][C:12]=2[CH:32]=1)=[O:6], predict the reactants needed to synthesize it. (6) Given the product [OH:10][NH:9][C:7]([C:4]1[NH:5][CH:6]=[C:2]([CH3:1])[N:3]=1)=[NH:8], predict the reactants needed to synthesize it. The reactants are: [CH3:1][C:2]1[N:3]=[C:4]([C:7]#[N:8])[NH:5][CH:6]=1.[NH2:9][OH:10]. (7) Given the product [C:1]([S@:5]([NH:7][C@@H:8]([C:9]1[CH:10]=[CH:11][C:12]([C:13]([O:15][C:16]([CH3:19])([CH3:18])[CH3:17])=[O:14])=[CH:20][CH:21]=1)[CH:22]([CH3:26])[CH3:23])=[O:6])([CH3:4])([CH3:2])[CH3:3], predict the reactants needed to synthesize it. The reactants are: [C:1]([S@:5](/[N:7]=[CH:8]/[C:9]1[CH:21]=[CH:20][C:12]([C:13]([O:15][C:16]([CH3:19])([CH3:18])[CH3:17])=[O:14])=[CH:11][CH:10]=1)=[O:6])([CH3:4])([CH3:3])[CH3:2].[CH2:22]1[CH2:26]OC[CH2:23]1.C([Li])(C)C.[NH4+].[Cl-].